From a dataset of NCI-60 drug combinations with 297,098 pairs across 59 cell lines. Regression. Given two drug SMILES strings and cell line genomic features, predict the synergy score measuring deviation from expected non-interaction effect. (1) Drug 1: C(CC(=O)O)C(=O)CN.Cl. Drug 2: C1CN(CCN1C(=O)CCBr)C(=O)CCBr. Cell line: HCT-15. Synergy scores: CSS=5.77, Synergy_ZIP=-2.13, Synergy_Bliss=-3.69, Synergy_Loewe=-26.1, Synergy_HSA=-9.20. (2) Drug 1: C1CCC(CC1)NC(=O)N(CCCl)N=O. Drug 2: C1=NC2=C(N1)C(=S)N=CN2. Cell line: SN12C. Synergy scores: CSS=17.7, Synergy_ZIP=-9.78, Synergy_Bliss=-10.7, Synergy_Loewe=-21.3, Synergy_HSA=-9.48. (3) Cell line: UACC-257. Drug 1: C1=CC(=CC=C1CC(C(=O)O)N)N(CCCl)CCCl.Cl. Synergy scores: CSS=3.08, Synergy_ZIP=1.37, Synergy_Bliss=-0.946, Synergy_Loewe=-3.54, Synergy_HSA=-4.68. Drug 2: CC(C)(C#N)C1=CC(=CC(=C1)CN2C=NC=N2)C(C)(C)C#N. (4) Drug 1: CN1CCC(CC1)COC2=C(C=C3C(=C2)N=CN=C3NC4=C(C=C(C=C4)Br)F)OC. Drug 2: COC1=C2C(=CC3=C1OC=C3)C=CC(=O)O2. Cell line: HT29. Synergy scores: CSS=6.91, Synergy_ZIP=-1.40, Synergy_Bliss=3.26, Synergy_Loewe=1.50, Synergy_HSA=1.39. (5) Drug 2: C1=C(C(=O)NC(=O)N1)N(CCCl)CCCl. Cell line: CAKI-1. Drug 1: C1CCC(CC1)NC(=O)N(CCCl)N=O. Synergy scores: CSS=61.6, Synergy_ZIP=-4.61, Synergy_Bliss=-2.47, Synergy_Loewe=-0.298, Synergy_HSA=2.56.